From a dataset of Full USPTO retrosynthesis dataset with 1.9M reactions from patents (1976-2016). Predict the reactants needed to synthesize the given product. Given the product [N:1]1[CH:6]=[CH:5][CH:4]=[C:3]([CH2:7][NH:8][C:9]([C:11]2[S:15][C:14]([C:16]3[CH:20]=[CH:19][N:18]([CH2:23][C:24]([CH3:26])([C:27]4[CH:32]=[CH:31][CH:30]=[CH:29][CH:28]=4)[CH3:25])[N:17]=3)=[N:13][C:12]=2[CH3:21])=[O:10])[CH:2]=1, predict the reactants needed to synthesize it. The reactants are: [N:1]1[CH:6]=[CH:5][CH:4]=[C:3]([CH2:7][NH:8][C:9]([C:11]2[S:15][C:14]([C:16]3[NH:17][N:18]=[CH:19][CH:20]=3)=[N:13][C:12]=2[CH3:21])=[O:10])[CH:2]=1.Cl[CH2:23][C:24]([C:27]1[CH:32]=[CH:31][CH:30]=[CH:29][CH:28]=1)([CH3:26])[CH3:25].